From a dataset of Reaction yield outcomes from USPTO patents with 853,638 reactions. Predict the reaction yield, written as a fraction of the theoretical maximum amount of product (1.0 means a 100% yield; for example, 0.34 means a 34% yield). The reactants are Br[CH2:2][CH2:3][CH2:4][N:5]1[C:9](=[O:10])[C:8]2=[CH:11][CH:12]=[CH:13][CH:14]=[C:7]2[C:6]1=[O:15].[NH:16]1[CH2:21][CH2:20][S:19][CH2:18][CH2:17]1. The catalyst is C1(C)C=CC=CC=1. The product is [N:16]1([CH2:2][CH2:3][CH2:4][N:5]2[C:9](=[O:10])[C:8]3[C:7](=[CH:14][CH:13]=[CH:12][CH:11]=3)[C:6]2=[O:15])[CH2:21][CH2:20][S:19][CH2:18][CH2:17]1. The yield is 0.660.